The task is: Predict the product of the given reaction.. This data is from Forward reaction prediction with 1.9M reactions from USPTO patents (1976-2016). Given the reactants [CH3:1][O:2][C:3]([C:5]1[CH:6]=[CH:7][C:8]([C:11]([OH:13])=O)=[N:9][CH:10]=1)=[O:4].[CH2:14]([O:16][CH2:17][CH2:18][O:19][C:20]1[CH:25]=[CH:24][C:23]([C:26]2[CH:31]=[CH:30][C:29]([C:32]([NH:34][NH2:35])=[O:33])=[CH:28][CH:27]=2)=[CH:22][CH:21]=1)[CH3:15].ON1C2C=CC=CC=2N=N1.C(N=C=NCCCN(C)C)C.C(NC(C)C)(C)C, predict the reaction product. The product is: [CH2:14]([O:16][CH2:17][CH2:18][O:19][C:20]1[CH:25]=[CH:24][C:23]([C:26]2[CH:31]=[CH:30][C:29]([C:32]([NH:34][NH:35][C:11]([C:8]3[CH:7]=[CH:6][C:5]([C:3]([O:2][CH3:1])=[O:4])=[CH:10][N:9]=3)=[O:13])=[O:33])=[CH:28][CH:27]=2)=[CH:22][CH:21]=1)[CH3:15].